From a dataset of Experimentally validated miRNA-target interactions with 360,000+ pairs, plus equal number of negative samples. Binary Classification. Given a miRNA mature sequence and a target amino acid sequence, predict their likelihood of interaction. The miRNA is mmu-miR-329-3p with sequence AACACACCCAGCUAACCUUUUU. The protein sequence of the target gene is MSPTQWDFPVELCCRPMAFVTLTGLDVVYNAVHRAVWDAFCANRRADRVPISFKVLPGDHEYPKCRPKRTSYEWYIPKGILKTGWMNKHLNLVPALVVVFYELDWDEPQWKEKQSECATRVEIVRQSLQGRNTKVAVVLIQKKTPLPPGEDVIASERAAALCNACELSGKSLFVLPHTDHLVGYIIRLENAFYEHAQTYYYTEIRRVKSHKEFLNKTTHQLLFVRHQFKIAFFSELKQDTQNALKNYRTAYNLVHELRAHETNILEIKTMAGFINYKICRLCFQHNTPLDAIAQFRKHID.... Result: 0 (no interaction).